Dataset: Full USPTO retrosynthesis dataset with 1.9M reactions from patents (1976-2016). Task: Predict the reactants needed to synthesize the given product. (1) Given the product [I:1][C:2]1[CH:3]=[N:4][N:5]([CH2:8][C:9]2([O:15][CH2:19][CH2:20][O:21][CH3:22])[CH2:10][CH2:11][CH2:12][CH2:13][CH2:14]2)[C:6]=1[CH3:7], predict the reactants needed to synthesize it. The reactants are: [I:1][C:2]1[CH:3]=[N:4][N:5]([CH2:8][C:9]2([OH:15])[CH2:14][CH2:13][CH2:12][CH2:11][CH2:10]2)[C:6]=1[CH3:7].[H-].[Na+].Br[CH2:19][CH2:20][O:21][CH3:22].CN(C)P(N(C)C)(N(C)C)=O. (2) Given the product [Si:1]([O:8][CH:9]1[CH2:10][CH2:11][N:12]([C:15]2[C:16]([C:26](=[O:27])[CH3:32])=[CH:17][C:18]([Cl:25])=[C:19]3[C:24]=2[N:23]=[CH:22][CH:21]=[CH:20]3)[CH2:13][CH2:14]1)([C:4]([CH3:7])([CH3:6])[CH3:5])([CH3:2])[CH3:3], predict the reactants needed to synthesize it. The reactants are: [Si:1]([O:8][CH:9]1[CH2:14][CH2:13][N:12]([C:15]2[C:16]([C:26](N(OC)C)=[O:27])=[CH:17][C:18]([Cl:25])=[C:19]3[C:24]=2[N:23]=[CH:22][CH:21]=[CH:20]3)[CH2:11][CH2:10]1)([C:4]([CH3:7])([CH3:6])[CH3:5])([CH3:3])[CH3:2].[CH3:32][Mg]Br. (3) Given the product [OH:8][CH2:7][C:6]1[CH:11]=[CH:12][C:3]([C:1]#[N:2])=[CH:4][C:5]=1[CH3:13], predict the reactants needed to synthesize it. The reactants are: [C:1]([C:3]1[CH:12]=[CH:11][C:6]([C:7](OC)=[O:8])=[C:5]([CH3:13])[CH:4]=1)#[N:2].C1COCC1.[Cl-].[Cl-].[Ca+2].[BH4-].[Na+]. (4) Given the product [Cl:8][C:9]1[CH:17]=[C:16]([C:22]#[C:21][CH2:20][O:23][CH3:24])[C:12]2[O:13][CH2:14][O:15][C:11]=2[C:10]=1[NH2:19], predict the reactants needed to synthesize it. The reactants are: C(NC(C)C)(C)C.[Cl:8][C:9]1[CH:17]=[C:16](I)[C:12]2[O:13][CH2:14][O:15][C:11]=2[C:10]=1[NH2:19].[CH2:20]([O:23][CH3:24])[C:21]#[CH:22]. (5) Given the product [CH:10]1[C:19]2[C:14](=[CH:15][CH:16]=[CH:17][CH:18]=2)[CH:13]=[CH:12][C:11]=1[O:20][CH:2]([CH2:6][CH2:7][CH2:8][CH3:9])[C:3]([OH:5])=[O:4].[CH:10]1[C:19]2[C:14](=[CH:15][CH:16]=[CH:17][CH:18]=2)[CH:13]=[CH:12][C:11]=1[O:20][CH:2]([CH2:6][CH2:7][CH2:8][CH3:9])[C:3]([NH:21][C:22]1[S:23][CH:24]=[CH:25][N:26]=1)=[O:5], predict the reactants needed to synthesize it. The reactants are: Br[CH:2]([CH2:6][CH2:7][CH2:8][CH3:9])[C:3]([OH:5])=[O:4].[CH:10]1[C:19]2[C:14](=[CH:15][CH:16]=[CH:17][CH:18]=2)[CH:13]=[CH:12][C:11]=1[OH:20].[NH2:21][C:22]1[S:23][CH:24]=[CH:25][N:26]=1. (6) Given the product [CH2:1]([N:8]1[CH2:9][CH2:10][CH:11]([CH2:14][CH2:15][C:16]([OH:18])=[O:17])[CH2:12][CH2:13]1)[C:2]1[CH:3]=[CH:4][CH:5]=[CH:6][CH:7]=1, predict the reactants needed to synthesize it. The reactants are: [CH2:1]([N:8]1[CH2:13][CH2:12][CH:11]([CH2:14][CH2:15][C:16]([O:18]CC)=[O:17])[CH2:10][CH2:9]1)[C:2]1[CH:7]=[CH:6][CH:5]=[CH:4][CH:3]=1.[OH-].[Na+].Cl. (7) Given the product [Cl:1][C:2]1[CH:8]=[C:7]2[C:5](=[CH:4][CH:3]=1)[NH:6][C:13](=[O:14])[C:12]([CH2:9][CH2:10][CH3:11])=[C:18]2[OH:19], predict the reactants needed to synthesize it. The reactants are: [Cl:1][C:2]1[CH:8]=[CH:7][C:5]([NH2:6])=[CH:4][CH:3]=1.[CH2:9]([CH:12]([C:18](OCC)=[O:19])[C:13](OCC)=[O:14])[CH2:10][CH3:11].